From a dataset of Peptide-MHC class II binding affinity with 134,281 pairs from IEDB. Regression. Given a peptide amino acid sequence and an MHC pseudo amino acid sequence, predict their binding affinity value. This is MHC class II binding data. (1) The peptide sequence is NHFFNHHKVMLLGHD. The MHC is HLA-DQA10201-DQB10202 with pseudo-sequence HLA-DQA10201-DQB10202. The binding affinity (normalized) is 0.0532. (2) The peptide sequence is SPREIGSLLHGLWPY. The MHC is DRB1_0101 with pseudo-sequence DRB1_0101. The binding affinity (normalized) is 0.737.